From a dataset of Forward reaction prediction with 1.9M reactions from USPTO patents (1976-2016). Predict the product of the given reaction. (1) Given the reactants Br[C:2]1[CH:3]=[C:4]2[C:9](=[CH:10][CH:11]=1)[CH:8]=[C:7]([OH:12])[CH:6]=[CH:5]2.[F:13][C:14]1[CH:15]=[C:16](B(O)O)[CH:17]=[CH:18][C:19]=1[O:20][CH3:21], predict the reaction product. The product is: [F:13][C:14]1[CH:15]=[C:16]([C:2]2[CH:3]=[C:4]3[C:9](=[CH:10][CH:11]=2)[CH:8]=[C:7]([OH:12])[CH:6]=[CH:5]3)[CH:17]=[CH:18][C:19]=1[O:20][CH3:21]. (2) Given the reactants [Cl:1][C:2]1[S:6][C:5]([CH2:7][OH:8])=[C:4]([C:9]2[CH:14]=[CH:13][C:12]([CH2:15][CH3:16])=[CH:11][CH:10]=2)[CH:3]=1.O[C:18]1[CH:23]=[CH:22][C:21]([CH2:24][CH2:25][C:26]([O:28]CC)=[O:27])=[C:20]([CH3:31])[C:19]=1[CH3:32].ClC1SC(COC2C=CC(CCC(OCC)=O)=C(C)C=2C)=C(C2C=CC(Cl)=CC=2)C=1, predict the reaction product. The product is: [Cl:1][C:2]1[S:6][C:5]([CH2:7][O:8][C:18]2[CH:23]=[CH:22][C:21]([CH2:24][CH2:25][C:26]([OH:28])=[O:27])=[C:20]([CH3:31])[C:19]=2[CH3:32])=[C:4]([C:9]2[CH:14]=[CH:13][C:12]([CH2:15][CH3:16])=[CH:11][CH:10]=2)[CH:3]=1. (3) Given the reactants [NH2:1][C:2]1[N:7]=[C:6](Cl)[N:5]=[C:4]([CH3:9])[N:3]=1.C([O-])([O-])=O.[K+].[K+].[CH3:16][C:17]1[CH:18]=[C:19]([CH2:23][CH2:24][C@@H:25]([NH2:30])[CH:26]2[CH2:29][CH2:28][CH2:27]2)[CH:20]=[CH:21][CH:22]=1, predict the reaction product. The product is: [NH2:1][C:2]1[N:7]=[C:6]([NH:30][C@@H:25]([CH:26]2[CH2:29][CH2:28][CH2:27]2)[CH2:24][CH2:23][C:19]2[CH:20]=[CH:21][CH:22]=[C:17]([CH3:16])[CH:18]=2)[N:5]=[C:4]([CH3:9])[N:3]=1. (4) Given the reactants C([O:8][C:9]1[CH:17]=[C:16]2[C:12]([C@H:13]([CH2:60][Cl:61])[CH2:14][N:15]2[C:18](=[O:59])[CH2:19][CH2:20][CH2:21][C:22]([N:24]2[C:32]3[CH:31]=[C:30]([NH:33][C:34](=[O:52])[C@@H:35]([NH:37][C:38](=[O:51])[C@@H:39]([NH:43][C:44](=[O:50])[O:45][C:46]([CH3:49])([CH3:48])[CH3:47])[CH:40]([CH3:42])[CH3:41])[CH3:36])[C:29]4[CH:53]=[CH:54][CH:55]=[CH:56][C:28]=4[C:27]=3[C@H:26]([CH2:57][Cl:58])[CH2:25]2)=[O:23])=[C:11]2[C:62]([CH3:65])=[CH:63][S:64][C:10]=12)C1C=CC=CC=1.C([O-])=O.[NH4+], predict the reaction product. The product is: [Cl:58][CH2:57][C@H:26]1[C:27]2[C:28]3[CH:56]=[CH:55][CH:54]=[CH:53][C:29]=3[C:30]([NH:33][C:34](=[O:52])[C@@H:35]([NH:37][C:38](=[O:51])[C@@H:39]([NH:43][C:44](=[O:50])[O:45][C:46]([CH3:48])([CH3:49])[CH3:47])[CH:40]([CH3:41])[CH3:42])[CH3:36])=[CH:31][C:32]=2[N:24]([C:22](=[O:23])[CH2:21][CH2:20][CH2:19][C:18]([N:15]2[C:16]3[C:12](=[C:11]4[C:62]([CH3:65])=[CH:63][S:64][C:10]4=[C:9]([OH:8])[CH:17]=3)[C@H:13]([CH2:60][Cl:61])[CH2:14]2)=[O:59])[CH2:25]1. (5) Given the reactants [NH2:1][C:2]1[C:7]([F:8])=[C:6]([F:9])[CH:5]=[CH:4][C:3]=1[OH:10].Cl[CH2:12][C:13](Cl)=[O:14].C([O-])([O-])=O.[K+].[K+], predict the reaction product. The product is: [F:8][C:7]1[C:2]2[NH:1][C:13](=[O:14])[CH2:12][O:10][C:3]=2[CH:4]=[CH:5][C:6]=1[F:9]. (6) Given the reactants [OH:1][C:2]([CH2:4][CH2:5][CH2:6][CH2:7][C@H:8]1[C@@H:16]2[C@@H:11]([NH:12][C:13]([NH:15]2)=[O:14])[CH2:10][S:9]1)=[O:3].[I:17][CH2:18][CH2:19][CH2:20]O.CC1C=CC(S(O)(=O)=O)=CC=1, predict the reaction product. The product is: [I:17][CH2:18][CH2:19][CH2:20][O:3][C:2](=[O:1])[CH2:4][CH2:5][CH2:6][CH2:7][CH:8]1[CH:16]2[NH:15][C:13](=[O:14])[NH:12][CH:11]2[CH2:10][S:9]1. (7) Given the reactants [Br:1][C:2]1[CH:3]=[CH:4][C:5]2[N:6]([N:9]=[C:10]([NH2:12])[N:11]=2)[C:7]=1[CH3:8].Cl.[C:14](Cl)(=[O:21])[C:15]1[CH:20]=[CH:19][CH:18]=[N:17][CH:16]=1, predict the reaction product. The product is: [Br:1][C:2]1[CH:3]=[CH:4][C:5]2[N:6]([N:9]=[C:10]([NH:12][C:14](=[O:21])[C:15]3[CH:20]=[CH:19][CH:18]=[N:17][CH:16]=3)[N:11]=2)[C:7]=1[CH3:8].